This data is from Reaction yield outcomes from USPTO patents with 853,638 reactions. The task is: Predict the reaction yield, written as a fraction of the theoretical maximum amount of product (1.0 means a 100% yield; for example, 0.34 means a 34% yield). (1) The reactants are [NH2:1][C:2]1[CH:3]=[C:4]([N:8]=[C:9]2[N:13]([CH2:14][C:15]3[CH:20]=[CH:19][CH:18]=[CH:17][CH:16]=3)[C:12](=[O:21])[C:11](=[C:22]3[N:26]([CH3:27])[C:25]4[CH:28]=[CH:29][CH:30]=[CH:31][C:24]=4[S:23]3)[S:10]2)[CH:5]=[CH:6][CH:7]=1.C(Cl)Cl.[C:35]1(=[O:41])[O:40][C:38](=[O:39])[CH2:37][CH2:36]1. The catalyst is C(Cl)(Cl)Cl. The product is [CH2:14]([N:13]1[C:12](=[O:21])[C:11](=[C:22]2[N:26]([CH3:27])[C:25]3[CH:28]=[CH:29][CH:30]=[CH:31][C:24]=3[S:23]2)[S:10][C:9]1=[N:8][C:4]1[CH:3]=[C:2]([NH:1][C:35](=[O:41])[CH2:36][CH2:37][C:38]([OH:40])=[O:39])[CH:7]=[CH:6][CH:5]=1)[C:15]1[CH:20]=[CH:19][CH:18]=[CH:17][CH:16]=1. The yield is 0.610. (2) The reactants are C[O:2][C:3](=O)[CH2:4][CH2:5][CH2:6][CH2:7][NH:8][C:9]([C:11]1[C:20]2[C:15](=[CH:16][CH:17]=[CH:18][CH:19]=2)[C:14]([N:21]([CH3:23])[CH3:22])=[CH:13][CH:12]=1)=[O:10].Cl.[NH2:26][OH:27].C[O-].[Na+]. The catalyst is CO. The product is [CH3:22][N:21]([CH3:23])[C:14]1[C:15]2[C:20](=[CH:19][CH:18]=[CH:17][CH:16]=2)[C:11]([C:9]([NH:8][CH2:7][CH2:6][CH2:5][CH2:4][C:3]([NH:26][OH:27])=[O:2])=[O:10])=[CH:12][CH:13]=1. The yield is 0.190. (3) The reactants are [S:1]1([C:12]2[C:7](=[CH:8][CH:9]=[CH:10][CH:11]=2)[C:5](=[O:6])[NH:4]1)(=[O:3])=[O:2].C(O[I:17](C1C=CC=CC=1)OC(=O)C)(=O)C.II. The catalyst is C(Cl)(Cl)(Cl)Cl. The product is [I:17][N:4]1[C:5](=[O:6])[C:7]2[C:12](=[CH:11][CH:10]=[CH:9][CH:8]=2)[S:1]1(=[O:2])=[O:3]. The yield is 0.990. (4) The reactants are [CH3:1][C:2]1[C:3]([C:20]2[CH:25]=[CH:24][CH:23]=[C:22]([C:26]([F:29])([F:28])[F:27])[CH:21]=2)=[N:4][C:5]2[C:10]([C:11]=1[C:12]([O:14][CH3:15])=[O:13])=[CH:9][C:8](SC)=[C:7]([O:18][CH3:19])[CH:6]=2.Cl[C:31]1C=C(C=CC=1)C(OO)=O.C([O-])(O)=O.[Na+].[O-:46][S:47]([O-:50])(=S)=O.[Na+].[Na+]. The catalyst is ClCCl. The product is [CH3:1][C:2]1[C:3]([C:20]2[CH:25]=[CH:24][CH:23]=[C:22]([C:26]([F:29])([F:28])[F:27])[CH:21]=2)=[N:4][C:5]2[C:10]([C:11]=1[C:12]([O:14][CH3:15])=[O:13])=[CH:9][C:8]([S:47]([CH3:31])(=[O:50])=[O:46])=[C:7]([O:18][CH3:19])[CH:6]=2. The yield is 0.710. (5) The reactants are [NH2:1][C:2]([C:4]1[CH:29]=[CH:28][C:7]([O:8][CH2:9][CH2:10][CH2:11][O:12][C:13]2[CH:14]=[C:15]3[C:19](=[CH:20][CH:21]=2)[C@H:18]([CH2:22][C:23]([O:25][CH2:26][CH3:27])=[O:24])[CH2:17][CH2:16]3)=[C:6]([CH2:30][CH2:31][CH3:32])[CH:5]=1)=[S:3].Cl[CH:34]1[C:38](=O)[CH2:37][O:36][C:35]1=[O:40].[CH3:41][CH2:42][OH:43]. No catalyst specified. The product is [CH2:26]([O:25][C:23](=[O:24])[CH2:22][C@H:18]1[C:19]2[C:15](=[CH:14][C:13]([O:12][CH2:11][CH2:10][CH2:9][O:8][C:7]3[CH:28]=[CH:29][C:4]([C:2]4[S:3][C:34]([C:35]([O:36][CH2:37][CH3:38])=[O:40])=[C:41]([CH2:42][OH:43])[N:1]=4)=[CH:5][C:6]=3[CH2:30][CH2:31][CH3:32])=[CH:21][CH:20]=2)[CH2:16][CH2:17]1)[CH3:27]. The yield is 0.330. (6) The reactants are [Cl:1][C:2]1[CH:7]=[CH:6][C:5]([C:8]2[CH:13]=[C:12]([O:14][CH3:15])[C:11]([N:16]3[C:25]4[C:20](=[CH:21][C:22]([S:26](OC5C(F)=C(F)C(F)=C(F)C=5F)(=[O:28])=[O:27])=[CH:23][CH:24]=4)[CH:19]=[C:18]([O:41][CH3:42])[C:17]3=[O:43])=[CH:10][C:9]=2[F:44])=[CH:4][C:3]=1[CH3:45].[O:46]1[CH:50]=[CH:49][C:48]([NH2:51])=[N:47]1.[Li+].C[Si]([N-][Si](C)(C)C)(C)C.Cl. The catalyst is C1COCC1. The product is [Cl:1][C:2]1[CH:7]=[CH:6][C:5]([C:8]2[CH:13]=[C:12]([O:14][CH3:15])[C:11]([N:16]3[C:25]4[C:20](=[CH:21][C:22]([S:26]([NH:51][C:48]5[CH:49]=[CH:50][O:46][N:47]=5)(=[O:27])=[O:28])=[CH:23][CH:24]=4)[CH:19]=[C:18]([O:41][CH3:42])[C:17]3=[O:43])=[CH:10][C:9]=2[F:44])=[CH:4][C:3]=1[CH3:45]. The yield is 0.970. (7) The reactants are Br[C:2]1[CH:3]=[C:4]([CH:18]=[C:19]([O:21]CC2C=CC(OC)=CC=2)[CH:20]=1)[C:5]([C:7]1[CH:8]=[CH:9][C:10]([CH2:13][O:14]C(=O)C)=[N:11][CH:12]=1)=[O:6].[CH3:31][C:32]1[N:37]=[CH:36][C:35]([CH:38]=O)=[CH:34][CH:33]=1.[CH:40]1C=C(Cl)C=C(C(OO)=O)C=1. The catalyst is C(Cl)Cl. The product is [OH:21][C:19]1[CH:18]=[C:4]([C:5]([C:7]2[CH:12]=[N:11][C:10]([CH2:13][OH:14])=[CH:9][CH:8]=2)=[O:6])[CH:3]=[C:2]([C:34]2[CH:33]=[CH:32][CH:31]=[C:36]3[C:35]=2[CH:38]=[CH:40][NH:37]3)[CH:20]=1. The yield is 0.310.